This data is from Forward reaction prediction with 1.9M reactions from USPTO patents (1976-2016). The task is: Predict the product of the given reaction. (1) Given the reactants [CH:1]([O:4][C:5]1[CH:10]=[CH:9][C:8]([OH:11])=[CH:7][CH:6]=1)([CH3:3])[CH3:2].C(=O)([O-])[O-].[K+].[K+].[Br:18][C:19]1SC(Br)=C[N:23]=1.O.[CH3:26][S:27]([CH3:29])=O, predict the reaction product. The product is: [Br:18][C:19]1[N:23]=[C:26]([O:11][C:8]2[CH:9]=[CH:10][C:5]([O:4][CH:1]([CH3:3])[CH3:2])=[CH:6][CH:7]=2)[S:27][CH:29]=1. (2) Given the reactants C([NH:8][C@H:9]1[CH2:14][CH2:13][N:12]([C:15]([O:17][C:18]([CH3:21])([CH3:20])[CH3:19])=[O:16])[CH2:11][C@H:10]1[O:22][CH:23]([CH3:25])[CH3:24])C1C=CC=CC=1, predict the reaction product. The product is: [NH2:8][C@H:9]1[CH2:14][CH2:13][N:12]([C:15]([O:17][C:18]([CH3:19])([CH3:20])[CH3:21])=[O:16])[CH2:11][C@H:10]1[O:22][CH:23]([CH3:25])[CH3:24]. (3) Given the reactants [CH3:1][C:2]1[C:7]([CH3:8])=[CH:6][CH:5]=[CH:4][C:3]=1[CH2:9][CH:10]1C[O:11]1.[C:13]([O-])(O)=O.[Na+], predict the reaction product. The product is: [CH3:1][C:2]1[C:7]([CH3:8])=[CH:6][CH:5]=[CH:4][C:3]=1[CH:9]([CH3:13])[CH:10]=[O:11]. (4) Given the reactants [CH3:1][O:2][C:3]1[CH:8]=[CH:7][C:6]([O:9][C:10]([F:13])([F:12])[F:11])=[CH:5][C:4]=1[CH2:14]O.S(Cl)(Cl)=O.C(=O)([O-])[O-].[K+].[K+].[N-:26]=[N+:27]=[N-:28].[Na+], predict the reaction product. The product is: [N:26]([CH2:14][C:4]1[CH:5]=[C:6]([O:9][C:10]([F:13])([F:12])[F:11])[CH:7]=[CH:8][C:3]=1[O:2][CH3:1])=[N+:27]=[N-:28]. (5) Given the reactants C1(O[C:8](=[O:16])[NH:9][C:10]2[CH:15]=[CH:14][N:13]=[CH:12][N:11]=2)C=CC=CC=1.[Br:17][C:18]1[CH:19]=[C:20]([CH:28]=[CH:29][C:30]=1[Br:31])[CH2:21][N:22]1[CH2:27][CH2:26][NH:25][CH2:24][CH2:23]1, predict the reaction product. The product is: [N:13]1[CH:14]=[CH:15][C:10]([NH:9][C:8]([N:25]2[CH2:24][CH2:23][N:22]([CH2:21][C:20]3[CH:28]=[CH:29][C:30]([Br:31])=[C:18]([Br:17])[CH:19]=3)[CH2:27][CH2:26]2)=[O:16])=[N:11][CH:12]=1. (6) Given the reactants [F:1][C:2]([F:9])([F:8])[C:3]([O:5]CC)=O.[NH2:10][CH2:11][CH:12]1[CH2:17][CH2:16][N:15]([C:18]([O:20][C:21]([CH3:24])([CH3:23])[CH3:22])=[O:19])[CH2:14][CH2:13]1, predict the reaction product. The product is: [C:21]([O:20][C:18]([N:15]1[CH2:16][CH2:17][CH:12]([CH2:11][NH:10][C:3](=[O:5])[C:2]([F:1])([F:8])[F:9])[CH2:13][CH2:14]1)=[O:19])([CH3:24])([CH3:23])[CH3:22]. (7) Given the reactants C([O:5][C:6](=[O:22])[C:7]1[CH:12]=[C:11]([NH:13][CH2:14][CH2:15][CH2:16][CH:17]=[CH2:18])[N:10]=[C:9]([O:19][CH2:20][CH3:21])[CH:8]=1)(C)(C)C, predict the reaction product. The product is: [CH2:20]([O:19][C:9]1[CH:8]=[C:7]([CH:12]=[C:11]([NH:13][CH2:14][CH2:15][CH2:16][CH:17]=[CH2:18])[N:10]=1)[C:6]([OH:22])=[O:5])[CH3:21]. (8) Given the reactants [C:1]1([CH3:11])[CH:6]=CC(S(O)(=O)=O)=C[CH:2]=1.[NH2:12][CH:13]([C:16]#[N:17])[C:14]#[N:15].C[CH2:19][N:20](CC)CC.C(OCC)(OCC)OCC.C(N)C(C)C, predict the reaction product. The product is: [NH2:15][C:14]1[N:20]([CH2:6][CH:1]([CH3:2])[CH3:11])[CH:19]=[N:12][C:13]=1[C:16]#[N:17].